The task is: Predict the reactants needed to synthesize the given product.. This data is from Full USPTO retrosynthesis dataset with 1.9M reactions from patents (1976-2016). (1) Given the product [C@H:2]([O:5][C:9]1[C:10]([CH3:20])=[C:11]([CH3:19])[C:12]2[N:13]([C:15]([NH2:18])=[N:16][N:17]=2)[N:14]=1)([CH2:3][CH3:4])[CH3:1], predict the reactants needed to synthesize it. The reactants are: [CH3:1][C@@H:2]([OH:5])[CH2:3][CH3:4].[H-].[Na+].Cl[C:9]1[C:10]([CH3:20])=[C:11]([CH3:19])[C:12]2[N:13]([C:15]([NH2:18])=[N:16][N:17]=2)[N:14]=1. (2) The reactants are: C([O:4][C@H:5]1[CH2:10][CH2:9][C@H:8]([C:11]2[N:15]3[CH:16]=[CH:17][N:18]=[C:19]([CH3:20])[C:14]3=[C:13]([C:21]3[CH:26]=[CH:25][C:24]([NH:27][C:28]([C:30]4[N:31]([CH3:41])[C:32]5[C:37]([CH:38]=4)=[C:36]([O:39][CH3:40])[CH:35]=[CH:34][CH:33]=5)=[O:29])=[C:23]([O:42][CH3:43])[CH:22]=3)[N:12]=2)[CH2:7][CH2:6]1)(=O)C.[OH-].[K+].Cl. Given the product [OH:4][C@H:5]1[CH2:10][CH2:9][C@H:8]([C:11]2[N:15]3[CH:16]=[CH:17][N:18]=[C:19]([CH3:20])[C:14]3=[C:13]([C:21]3[CH:26]=[CH:25][C:24]([NH:27][C:28]([C:30]4[N:31]([CH3:41])[C:32]5[C:37]([CH:38]=4)=[C:36]([O:39][CH3:40])[CH:35]=[CH:34][CH:33]=5)=[O:29])=[C:23]([O:42][CH3:43])[CH:22]=3)[N:12]=2)[CH2:7][CH2:6]1, predict the reactants needed to synthesize it. (3) Given the product [ClH:27].[NH2:13][CH2:12][C@@H:11]([S:10][C:4]1[C:3]([C:1]#[N:2])=[CH:8][CH:7]=[C:6]([CH3:9])[N:5]=1)[C:21]1[CH:22]=[CH:23][CH:24]=[CH:25][CH:26]=1, predict the reactants needed to synthesize it. The reactants are: [C:1]([C:3]1[C:4]([S:10][C@@H:11]([C:21]2[CH:26]=[CH:25][CH:24]=[CH:23][CH:22]=2)[CH2:12][NH:13]C(=O)OC(C)(C)C)=[N:5][C:6]([CH3:9])=[CH:7][CH:8]=1)#[N:2].[ClH:27]. (4) The reactants are: Cl.[NH2:2][CH2:3][CH2:4][O:5][C:6]1[CH:7]=[C:8]([CH:11]=[CH:12][CH:13]=1)[C:9]#[N:10].[CH3:14][O:15][C:16]1[CH:17]=[C:18]([CH:30]=[CH:31][C:32]=1[O:33][CH3:34])[C:19]([C:21]1[CH:29]=[CH:28][C:24]([C:25](O)=[O:26])=[CH:23][CH:22]=1)=[O:20].ON1C2C=CC=CC=2N=N1.C(N(CC)CC)C.Cl.CN(C)CCCN=C=NCC. Given the product [C:9]([C:8]1[CH:7]=[C:6]([CH:13]=[CH:12][CH:11]=1)[O:5][CH2:4][CH2:3][NH:2][C:25](=[O:26])[C:24]1[CH:28]=[CH:29][C:21]([C:19](=[O:20])[C:18]2[CH:30]=[CH:31][C:32]([O:33][CH3:34])=[C:16]([O:15][CH3:14])[CH:17]=2)=[CH:22][CH:23]=1)#[N:10], predict the reactants needed to synthesize it. (5) Given the product [Br:42][C:43]1[CH:52]=[C:51]2[C:46]([CH:47]([NH:53][C:14]([C:11]3([C:9]4[CH:8]=[CH:7][C:5]5[O:6][C:2]([F:1])([F:17])[O:3][C:4]=5[CH:10]=4)[CH2:12][CH2:13]3)=[O:16])[CH2:48][CH2:49][O:50]2)=[CH:45][CH:44]=1, predict the reactants needed to synthesize it. The reactants are: [F:1][C:2]1([F:17])[O:6][C:5]2[CH:7]=[CH:8][C:9]([C:11]3([C:14]([OH:16])=O)[CH2:13][CH2:12]3)=[CH:10][C:4]=2[O:3]1.CN(C(ON1N=NC2C=CC=NC1=2)=[N+](C)C)C.F[P-](F)(F)(F)(F)F.[Br:42][C:43]1[CH:52]=[C:51]2[C:46]([CH:47]([NH2:53])[CH2:48][CH2:49][O:50]2)=[CH:45][CH:44]=1.C(N(CC)CC)C. (6) Given the product [CH2:24]([O:31][C:32]([N:34]1[CH2:39][CH2:38][NH:37][CH:36]([C:14]([C:6]2[N:5]=[C:4]([CH:1]3[CH2:2][CH2:3]3)[C:13]3[C:8]([CH:7]=2)=[CH:9][CH:10]=[CH:11][CH:12]=3)=[O:16])[C:35]1([CH3:41])[CH3:40])=[O:33])[C:25]1[CH:26]=[CH:27][CH:28]=[CH:29][CH:30]=1, predict the reactants needed to synthesize it. The reactants are: [CH:1]1([C:4]2[C:13]3[C:8](=[CH:9][CH:10]=[CH:11][CH:12]=3)[CH:7]=[C:6]([C:14]([OH:16])=O)[N:5]=2)[CH2:3][CH2:2]1.FC(F)(F)C(O)=O.[CH2:24]([O:31][C:32]([N:34]1[CH2:39][CH2:38][NH:37][CH2:36][C:35]1([CH3:41])[CH3:40])=[O:33])[C:25]1[CH:30]=[CH:29][CH:28]=[CH:27][CH:26]=1.CN(C(ON1N=NC2C=CC=CC1=2)=[N+](C)C)C.[B-](F)(F)(F)F.CCN(C(C)C)C(C)C. (7) Given the product [NH2:1][CH:4]1[CH2:5][C:6]2([CH2:9][N:8]([C:10]([O:12][C:13]([CH3:15])([CH3:14])[CH3:16])=[O:11])[CH2:7]2)[CH2:17]1, predict the reactants needed to synthesize it. The reactants are: [N:1]([CH:4]1[CH2:17][C:6]2([CH2:9][N:8]([C:10]([O:12][C:13]([CH3:16])([CH3:15])[CH3:14])=[O:11])[CH2:7]2)[CH2:5]1)=[N+]=[N-].